Dataset: Peptide-MHC class II binding affinity with 134,281 pairs from IEDB. Task: Regression. Given a peptide amino acid sequence and an MHC pseudo amino acid sequence, predict their binding affinity value. This is MHC class II binding data. (1) The peptide sequence is PHHTALRQAILCWGELMTLA. The MHC is DRB1_0401 with pseudo-sequence DRB1_0401. The binding affinity (normalized) is 0.527. (2) The peptide sequence is DCSEYPKPDCTAEDR. The MHC is DRB1_0701 with pseudo-sequence DRB1_0701. The binding affinity (normalized) is 0. (3) The peptide sequence is GVTVDSIGMLPR. The MHC is DRB3_0101 with pseudo-sequence DRB3_0101. The binding affinity (normalized) is 0.400. (4) The peptide sequence is SCRDQSEAQLALTII. The MHC is HLA-DQA10102-DQB10501 with pseudo-sequence HLA-DQA10102-DQB10501. The binding affinity (normalized) is 0.